From a dataset of Peptide-MHC class I binding affinity with 185,985 pairs from IEDB/IMGT. Regression. Given a peptide amino acid sequence and an MHC pseudo amino acid sequence, predict their binding affinity value. This is MHC class I binding data. (1) The peptide sequence is RSLPNWQQM. The MHC is H-2-Kb with pseudo-sequence H-2-Kb. The binding affinity (normalized) is 0.484. (2) The peptide sequence is FGSGWTWVV. The MHC is HLA-A69:01 with pseudo-sequence HLA-A69:01. The binding affinity (normalized) is 0.346. (3) The peptide sequence is ISRNFTML. The MHC is H-2-Kb with pseudo-sequence H-2-Kb. The binding affinity (normalized) is 0.829. (4) The peptide sequence is KYTAFTIPSI. The MHC is HLA-A02:01 with pseudo-sequence HLA-A02:01. The binding affinity (normalized) is 0.170. (5) The peptide sequence is LAFVVFLLV. The MHC is HLA-A02:03 with pseudo-sequence HLA-A02:03. The binding affinity (normalized) is 0.339. (6) The peptide sequence is AEMVAKYDL. The MHC is HLA-A02:16 with pseudo-sequence HLA-A02:16. The binding affinity (normalized) is 0.0847. (7) The binding affinity (normalized) is 0.124. The MHC is HLA-A03:01 with pseudo-sequence HLA-A03:01. The peptide sequence is LNPMHQLLRH. (8) The peptide sequence is WLSVIAFGK. The MHC is HLA-A31:01 with pseudo-sequence HLA-A31:01. The binding affinity (normalized) is 0.0847. (9) The peptide sequence is YIMKLHHLV. The MHC is HLA-A02:19 with pseudo-sequence HLA-A02:19. The binding affinity (normalized) is 0.936.